From a dataset of Full USPTO retrosynthesis dataset with 1.9M reactions from patents (1976-2016). Predict the reactants needed to synthesize the given product. (1) The reactants are: CS([O:5][CH:6]1[CH2:9][N:8]([C:10]2[CH:11]=[CH:12][C:13]3[N:14]([C:16]([C:19]([F:22])([F:21])[F:20])=[N:17][N:18]=3)[N:15]=2)[CH2:7]1)(=O)=O.[F:23][C:24]1[CH:25]=[C:26](O)[CH:27]=[CH:28][CH:29]=1.C(=O)([O-])[O-].[K+].[K+]. Given the product [F:23][C:24]1[CH:29]=[C:28]([CH:27]=[CH:26][CH:25]=1)[O:5][CH:6]1[CH2:9][N:8]([C:10]2[CH:11]=[CH:12][C:13]3[N:14]([C:16]([C:19]([F:22])([F:21])[F:20])=[N:17][N:18]=3)[N:15]=2)[CH2:7]1, predict the reactants needed to synthesize it. (2) Given the product [O:22]1[C:31]2[CH:30]=[C:29]([CH2:32][NH:1][CH:2]3[CH2:3][CH2:4][N:5]([CH2:8][CH2:9][N:10]4[C:19]5[C:14](=[CH:15][C:16]([F:20])=[CH:17][CH:18]=5)[N:13]=[CH:12][C:11]4=[O:21])[CH2:6][CH2:7]3)[N:28]=[CH:27][C:26]=2[O:25][CH2:24][CH2:23]1, predict the reactants needed to synthesize it. The reactants are: [NH2:1][CH:2]1[CH2:7][CH2:6][N:5]([CH2:8][CH2:9][N:10]2[C:19]3[C:14](=[CH:15][C:16]([F:20])=[CH:17][CH:18]=3)[N:13]=[CH:12][C:11]2=[O:21])[CH2:4][CH2:3]1.[O:22]1[C:31]2[CH:30]=[C:29]([CH:32]=O)[N:28]=[CH:27][C:26]=2[O:25][CH2:24][CH2:23]1.C(O[BH-](OC(=O)C)OC(=O)C)(=O)C.[Na+].